This data is from Forward reaction prediction with 1.9M reactions from USPTO patents (1976-2016). The task is: Predict the product of the given reaction. Given the reactants [F:1][C:2]1[CH:10]=[C:9]2[C:5]([CH:6]=[CH:7][N:8]2[Si:11]([CH:18]([CH3:20])[CH3:19])([CH:15]([CH3:17])[CH3:16])[CH:12]([CH3:14])[CH3:13])=[CH:4][CH:3]=1.C([Li])(CC)C.C1CCCCC1.[C:32](=[O:34])=[O:33], predict the reaction product. The product is: [F:1][C:2]1[CH:10]=[C:9]2[C:5]([CH:6]=[CH:7][N:8]2[Si:11]([CH:15]([CH3:17])[CH3:16])([CH:18]([CH3:20])[CH3:19])[CH:12]([CH3:13])[CH3:14])=[CH:4][C:3]=1[C:32]([OH:34])=[O:33].